Dataset: Forward reaction prediction with 1.9M reactions from USPTO patents (1976-2016). Task: Predict the product of the given reaction. (1) Given the reactants [CH3:1][O:2][C:3]1[CH:10]=[C:9]([O:11][CH3:12])[CH:8]=[CH:7][C:4]=1[CH2:5][NH2:6].C[Al](C)C.[N+:17]([C:20]1[CH:25]=[CH:24][C:23]([C:26]2[CH:30]=[CH:29][NH:28][C:27]=2[C:31](OC)=[O:32])=[CH:22][CH:21]=1)([O-:19])=[O:18], predict the reaction product. The product is: [CH3:1][O:2][C:3]1[CH:10]=[C:9]([O:11][CH3:12])[CH:8]=[CH:7][C:4]=1[CH2:5][NH:6][C:31]([C:27]1[NH:28][CH:29]=[CH:30][C:26]=1[C:23]1[CH:22]=[CH:21][C:20]([N+:17]([O-:19])=[O:18])=[CH:25][CH:24]=1)=[O:32]. (2) Given the reactants C([O:3][C:4]([CH:6]1[CH2:8][CH:7]1[CH2:9][NH:10][C@:11]12[CH2:46][CH2:45][C@@H:44]([C:47]([CH3:49])=[CH2:48])[C@@H:12]1[C@@H:13]1[C@@:26]([CH3:29])([CH2:27][CH2:28]2)[C@@:25]2([CH3:30])[C@@H:16]([C@:17]3([CH3:43])[C@@H:22]([CH2:23][CH2:24]2)[C:21]([CH3:32])([CH3:31])[C:20]([C:33]2[CH:42]=[CH:41][C:36]([C:37]([O:39]C)=[O:38])=[CH:35][CH:34]=2)=[CH:19][CH2:18]3)[CH2:15][CH2:14]1)=[O:5])C.[OH-].[Na+], predict the reaction product. The product is: [C:4]([CH:6]1[CH2:8][CH:7]1[CH2:9][NH:10][C@:11]12[CH2:46][CH2:45][C@@H:44]([C:47]([CH3:49])=[CH2:48])[C@@H:12]1[C@@H:13]1[C@@:26]([CH3:29])([CH2:27][CH2:28]2)[C@@:25]2([CH3:30])[C@@H:16]([C@:17]3([CH3:43])[C@@H:22]([CH2:23][CH2:24]2)[C:21]([CH3:32])([CH3:31])[C:20]([C:33]2[CH:42]=[CH:41][C:36]([C:37]([OH:39])=[O:38])=[CH:35][CH:34]=2)=[CH:19][CH2:18]3)[CH2:15][CH2:14]1)([OH:5])=[O:3]. (3) Given the reactants Br[C:2]1[C:11]2[C:6](=[CH:7][CH:8]=[CH:9][CH:10]=2)[CH:5]=[CH:4][CH:3]=1.C([Li])CCC.CCCCCC.C([O:26][B:27]([O:32]C(C)C)[O:28]C(C)C)(C)C.Cl, predict the reaction product. The product is: [C:2]1([O:26][B:27]([OH:32])[OH:28])[C:11]2[C:6](=[CH:7][CH:8]=[CH:9][CH:10]=2)[CH:5]=[CH:4][CH:3]=1. (4) Given the reactants [CH3:1][C:2]1([CH3:23])[C:6]([CH3:8])([CH3:7])[O:5][B:4]([C:9]2[CH:18]=[C:17]([C:19](OC)=[O:20])[CH:16]=[CH:15][C:10]=2[C:11](OC)=[O:12])[O:3]1.[H-].C([Al+]CC(C)C)C(C)C.Cl, predict the reaction product. The product is: [CH3:7][C:6]1([CH3:8])[C:2]([CH3:1])([CH3:23])[O:3][B:4]([C:9]2[CH:18]=[C:17]([CH2:19][OH:20])[CH:16]=[CH:15][C:10]=2[CH2:11][OH:12])[O:5]1. (5) The product is: [N:5]([C@H:8]1[CH2:13][O:12][C@@H:11]([CH:14]([C:15]2[CH:20]=[CH:19][CH:18]=[CH:17][CH:16]=2)[C:21]2[CH:26]=[CH:25][CH:24]=[CH:23][CH:22]=2)[CH2:10][C@@H:9]1[OH:27])=[N+:6]=[N-:7]. Given the reactants [N-]=[N+]=[N-].[Na+].[N:5]([C@@H:8]1[CH2:13][O:12][C@H:11]([CH:14]([C:21]2[CH:26]=[CH:25][CH:24]=[CH:23][CH:22]=2)[C:15]2[CH:20]=[CH:19][CH:18]=[CH:17][CH:16]=2)[CH2:10][C@H:9]1[OH:27])=[N+:6]=[N-:7], predict the reaction product. (6) Given the reactants [Br:1]Br.[F:3][C:4]1[CH:9]=[CH:8][C:7]([NH:10][C:11](=[O:13])[CH3:12])=[C:6]([O:14][CH3:15])[CH:5]=1, predict the reaction product. The product is: [Br:1][C:9]1[C:4]([F:3])=[CH:5][C:6]([O:14][CH3:15])=[C:7]([NH:10][C:11](=[O:13])[CH3:12])[CH:8]=1. (7) The product is: [Cl:1][C:2]1[N:7]=[C:6]([C:17]2[N:16]([CH2:15][O:14][CH2:13][CH2:12][Si:11]([CH3:29])([CH3:28])[CH3:10])[C:20]3=[N:21][CH:22]=[CH:23][CH:24]=[C:19]3[CH:18]=2)[C:5]([OH:9])=[CH:4][CH:3]=1. Given the reactants [Cl:1][C:2]1[N:7]=[C:6](I)[C:5]([OH:9])=[CH:4][CH:3]=1.[CH3:10][Si:11]([CH3:29])([CH3:28])[CH2:12][CH2:13][O:14][CH2:15][N:16]1[C:20]2=[N:21][CH:22]=[CH:23][CH:24]=[C:19]2[CH:18]=[C:17]1B(O)O, predict the reaction product. (8) Given the reactants [N:1]([CH2:4][CH2:5][N:6]1[C:14]2[C:9](=[CH:10][CH:11]=[C:12]([CH2:15][O:16][CH:17]3[CH:22]([C:23]4[CH:28]=[CH:27][C:26]([O:29][CH2:30][CH2:31][CH2:32][O:33][CH2:34][C:35]5[CH:40]=[CH:39][CH:38]=[CH:37][C:36]=5[O:41][CH3:42])=[CH:25][CH:24]=4)[CH2:21][CH2:20][N:19]([C:43]([O:45][C:46]([CH3:49])([CH3:48])[CH3:47])=[O:44])[CH2:18]3)[CH:13]=2)[C:8]([CH3:51])([CH3:50])[CH2:7]1)=[N+]=[N-].N.C1(P(C2C=CC=CC=2)C2C=CC=CC=2)C=CC=CC=1, predict the reaction product. The product is: [NH2:1][CH2:4][CH2:5][N:6]1[C:14]2[C:9](=[CH:10][CH:11]=[C:12]([CH2:15][O:16][CH:17]3[CH:22]([C:23]4[CH:28]=[CH:27][C:26]([O:29][CH2:30][CH2:31][CH2:32][O:33][CH2:34][C:35]5[CH:40]=[CH:39][CH:38]=[CH:37][C:36]=5[O:41][CH3:42])=[CH:25][CH:24]=4)[CH2:21][CH2:20][N:19]([C:43]([O:45][C:46]([CH3:49])([CH3:48])[CH3:47])=[O:44])[CH2:18]3)[CH:13]=2)[C:8]([CH3:51])([CH3:50])[CH2:7]1.